From a dataset of Catalyst prediction with 721,799 reactions and 888 catalyst types from USPTO. Predict which catalyst facilitates the given reaction. Reactant: C(OC(=O)[NH:10][C:11]1[C:12]([C:27]([NH:29][C:30]2[CH:31]=[N:32][CH:33]=[CH:34][C:35]=2[N:36]2[CH2:41][C@H:40]([CH3:42])[C@@H:39]([O:43][Si:44]([C:47]([CH3:50])([CH3:49])[CH3:48])([CH3:46])[CH3:45])[C@H:38]([NH:51][C:52]([O:54][C:55]([CH3:58])([CH3:57])[CH3:56])=[O:53])[CH2:37]2)=[O:28])=[N:13][C:14]2[C:19]([CH:20]=1)=[CH:18][CH:17]=[C:16]([C:21]1[CH2:22][CH2:23][O:24][CH2:25][CH:26]=1)[CH:15]=2)C1C=CC=CC=1.[H][H]. Product: [NH2:10][C:11]1[C:12]([C:27]([NH:29][C:30]2[CH:31]=[N:32][CH:33]=[CH:34][C:35]=2[N:36]2[CH2:41][C@H:40]([CH3:42])[C@@H:39]([O:43][Si:44]([C:47]([CH3:48])([CH3:49])[CH3:50])([CH3:46])[CH3:45])[C@H:38]([NH:51][C:52](=[O:53])[O:54][C:55]([CH3:58])([CH3:57])[CH3:56])[CH2:37]2)=[O:28])=[N:13][C:14]2[C:19]([CH:20]=1)=[CH:18][CH:17]=[C:16]([CH:21]1[CH2:26][CH2:25][O:24][CH2:23][CH2:22]1)[CH:15]=2. The catalyst class is: 19.